Dataset: Full USPTO retrosynthesis dataset with 1.9M reactions from patents (1976-2016). Task: Predict the reactants needed to synthesize the given product. Given the product [Br:28][C:4]1[N:3]([S:12]([N:15]2[CH2:20][CH2:19][CH2:18][CH2:17][CH2:16]2)(=[O:14])=[O:13])[C:2]([CH3:1])=[C:6]([C:7]([O:9][CH2:10][CH3:11])=[O:8])[CH:5]=1, predict the reactants needed to synthesize it. The reactants are: [CH3:1][C:2]1[N:3]([S:12]([N:15]2[CH2:20][CH2:19][CH2:18][CH2:17][CH2:16]2)(=[O:14])=[O:13])[CH:4]=[CH:5][C:6]=1[C:7]([O:9][CH2:10][CH3:11])=[O:8].C1C(=O)N([Br:28])C(=O)C1.